From a dataset of Catalyst prediction with 721,799 reactions and 888 catalyst types from USPTO. Predict which catalyst facilitates the given reaction. (1) Reactant: [Cl:1][C:2]1[C:6]([NH:7][C:8](=[O:13])[CH2:9][CH2:10][S:11][CH3:12])=[CH:5][N:4]([C:14]2[CH:15]=[N:16][CH:17]=[CH:18][CH:19]=2)[N:3]=1.[CH3:20][CH:21]([CH2:25][S:26][CH3:27])[C:22](Cl)=[O:23]. Product: [Cl:1][C:2]1[C:6]([N:7]([C:8](=[O:13])[CH2:9][CH2:10][S:11][CH3:12])[C:22](=[O:23])[CH:21]([CH3:20])[CH2:25][S:26][CH3:27])=[CH:5][N:4]([C:14]2[CH:15]=[N:16][CH:17]=[CH:18][CH:19]=2)[N:3]=1. The catalyst class is: 26. (2) Reactant: [Cl:1][C:2]1[CH:23]=[C:22]([Cl:24])[CH:21]=[CH:20][C:3]=1[O:4][C:5]1[CH:10]=[CH:9][CH:8]=[CH:7][C:6]=1[NH:11][C:12]([CH:14]1[CH2:19][CH2:18][NH:17][CH2:16][CH2:15]1)=[O:13].N1C=CC=CC=1.[C:31](Cl)(=[O:38])[C:32]1[CH:37]=[CH:36][CH:35]=[CH:34][CH:33]=1. Product: [Cl:1][C:2]1[CH:23]=[C:22]([Cl:24])[CH:21]=[CH:20][C:3]=1[O:4][C:5]1[CH:10]=[CH:9][CH:8]=[CH:7][C:6]=1[NH:11][C:12]([CH:14]1[CH2:19][CH2:18][N:17]([C:31](=[O:38])[C:32]2[CH:37]=[CH:36][CH:35]=[CH:34][CH:33]=2)[CH2:16][CH2:15]1)=[O:13]. The catalyst class is: 2. (3) Reactant: [OH-].[Na+].[F:3][C:4]([F:19])([F:18])[CH2:5][CH2:6][O:7][C:8]1[CH:17]=[CH:16][C:11]([C:12]([O:14]C)=[O:13])=[CH:10][N:9]=1. Product: [F:19][C:4]([F:3])([F:18])[CH2:5][CH2:6][O:7][C:8]1[CH:17]=[CH:16][C:11]([C:12]([OH:14])=[O:13])=[CH:10][N:9]=1. The catalyst class is: 5.